Dataset: Catalyst prediction with 721,799 reactions and 888 catalyst types from USPTO. Task: Predict which catalyst facilitates the given reaction. Reactant: [NH2:1][C:2]1[C:7]([Cl:8])=[C:6]([C:9]([O:11]C)=[O:10])[N:5]=[C:4]([C:13]2[CH:14]=[N:15][C:16]([C:19]([F:22])([F:21])[F:20])=[CH:17][CH:18]=2)[C:3]=1[CH3:23].[OH-].[Na+].Cl. Product: [NH2:1][C:2]1[C:7]([Cl:8])=[C:6]([C:9]([OH:11])=[O:10])[N:5]=[C:4]([C:13]2[CH:14]=[N:15][C:16]([C:19]([F:22])([F:21])[F:20])=[CH:17][CH:18]=2)[C:3]=1[CH3:23]. The catalyst class is: 5.